This data is from Peptide-MHC class I binding affinity with 185,985 pairs from IEDB/IMGT. The task is: Regression. Given a peptide amino acid sequence and an MHC pseudo amino acid sequence, predict their binding affinity value. This is MHC class I binding data. The peptide sequence is FRFGDPMPF. The MHC is HLA-B08:02 with pseudo-sequence HLA-B08:02. The binding affinity (normalized) is 0.0847.